Dataset: NCI-60 drug combinations with 297,098 pairs across 59 cell lines. Task: Regression. Given two drug SMILES strings and cell line genomic features, predict the synergy score measuring deviation from expected non-interaction effect. Drug 1: C1=CC=C(C=C1)NC(=O)CCCCCCC(=O)NO. Drug 2: CCC1(CC2CC(C3=C(CCN(C2)C1)C4=CC=CC=C4N3)(C5=C(C=C6C(=C5)C78CCN9C7C(C=CC9)(C(C(C8N6C)(C(=O)OC)O)OC(=O)C)CC)OC)C(=O)OC)O.OS(=O)(=O)O. Cell line: HOP-62. Synergy scores: CSS=2.52, Synergy_ZIP=4.46, Synergy_Bliss=8.97, Synergy_Loewe=0.548, Synergy_HSA=1.54.